Dataset: Full USPTO retrosynthesis dataset with 1.9M reactions from patents (1976-2016). Task: Predict the reactants needed to synthesize the given product. (1) The reactants are: [CH3:1][CH:2]([O:4][C:5]1[CH:6]=[C:7]([O:23][C:24]2[CH:29]=[CH:28][C:27]([S:30]([CH3:33])(=[O:32])=[O:31])=[CH:26][N:25]=2)[CH:8]=[C:9]2[C:13]=1[NH:12][C:11]([C:14]1[S:15][CH:16]([CH2:19][C:20]([OH:22])=O)[CH2:17][N:18]=1)=[CH:10]2)[CH3:3].Cl.[CH2:35]([N:37]=C=NCCCN(C)C)C.ON1C2C=CC=CC=2N=N1.Cl.CN. Given the product [CH3:35][NH:37][C:20](=[O:22])[CH2:19][CH:16]1[S:15][C:14]([C:11]2[NH:12][C:13]3[C:9]([CH:10]=2)=[CH:8][C:7]([O:23][C:24]2[CH:29]=[CH:28][C:27]([S:30]([CH3:33])(=[O:31])=[O:32])=[CH:26][N:25]=2)=[CH:6][C:5]=3[O:4][CH:2]([CH3:3])[CH3:1])=[N:18][CH2:17]1, predict the reactants needed to synthesize it. (2) Given the product [CH3:24][O:25][C:26]1[CH:27]=[CH:28][C:29]([CH2:30][C:31]2[CH:32]=[C:33]3[C:38](=[C:39]4[CH:44]=[CH:43][CH:42]=[CH:41][C:40]=24)[N:37]=[CH:36][NH:35][C:34]3=[O:45])=[CH:46][CH:47]=1.[CH3:24][O:25][C:26]1[CH:27]=[CH:28][C:29]([CH2:30][C:31]2[CH:32]=[C:33]3[C:38](=[C:39]4[CH:44]=[CH:43][CH:42]=[CH:41][C:40]=24)[N:37]=[CH:36][N:35]([C:5]2[CH:6]=[N:7][CH:2]=[CH:3][CH:4]=2)[C:34]3=[O:45])=[CH:46][CH:47]=1, predict the reactants needed to synthesize it. The reactants are: Cl[C:2]1[N:7]=[CH:6][C:5](CC2C=C3C(=C4C=CC=CC=24)N=CNC3=O)=[CH:4][CH:3]=1.[CH3:24][O:25][C:26]1[CH:47]=[CH:46][C:29]([CH2:30][C:31]2[CH:32]=[C:33]3[C:38](=[C:39]4[CH:44]=[CH:43][CH:42]=[CH:41][C:40]=24)[N:37]=[CH:36][NH:35][C:34]3=[O:45])=[CH:28][CH:27]=1.IC1C=NC=CC=1.C(=O)([O-])[O-].[Cs+].[Cs+].CN[C@@H]1CCCC[C@H]1NC. (3) Given the product [NH2:1][C@@H:2]([C:15]([O:17][CH3:18])=[O:16])[CH2:3][C:4]1[CH:5]=[CH:6][C:7]([O:10][C:11]([CH3:14])([CH3:12])[CH3:13])=[CH:8][CH:9]=1.[ClH:29], predict the reactants needed to synthesize it. The reactants are: [NH:1](C(OCC1C=CC=CC=1)=O)[C@@H:2]([C:15]([O:17][CH3:18])=[O:16])[CH2:3][C:4]1[CH:9]=[CH:8][C:7]([O:10][C:11]([CH3:14])([CH3:13])[CH3:12])=[CH:6][CH:5]=1.[ClH:29]. (4) The reactants are: S(=O)(=O)(O)O.[F:6][C:7]1[CH:8]=[CH:9][C:10]([N+:16]([O-:18])=[O:17])=[C:11]([CH:15]=1)[C:12]([OH:14])=[O:13].[C:19](=O)([O-])O.[Na+]. Given the product [F:6][C:7]1[CH:8]=[CH:9][C:10]([N+:16]([O-:18])=[O:17])=[C:11]([CH:15]=1)[C:12]([O:14][CH3:19])=[O:13], predict the reactants needed to synthesize it. (5) Given the product [CH:1]1([CH:6]([O:26][CH3:27])[C:7]2[CH:21]=[CH:20][C:19]([C:22]([F:25])([F:24])[F:23])=[CH:18][C:8]=2[CH2:9][OH:10])[CH2:5][CH2:4][CH2:3][CH2:2]1, predict the reactants needed to synthesize it. The reactants are: [CH:1]1([CH:6]([O:26][CH3:27])[C:7]2[CH:21]=[CH:20][C:19]([C:22]([F:25])([F:24])[F:23])=[CH:18][C:8]=2[CH2:9][O:10][Si](C(C)(C)C)(C)C)[CH2:5][CH2:4][CH2:3][CH2:2]1.CCCC[N+](CCCC)(CCCC)CCCC.[F-]. (6) Given the product [ClH:36].[Br:19][C:15]1[C:14]([C:20]([F:22])([F:23])[F:21])=[CH:13][C:12]2[N:11]3[C@H:24]([CH3:26])[CH2:25][NH:8][CH2:9][C@H:10]3[CH2:18][C:17]=2[CH:16]=1, predict the reactants needed to synthesize it. The reactants are: C(OC([N:8]1[CH2:25][CH:24]([CH3:26])[N:11]2[C:12]3[CH:13]=[C:14]([C:20]([F:23])([F:22])[F:21])[C:15]([Br:19])=[CH:16][C:17]=3[CH2:18][CH:10]2[CH2:9]1)=O)(C)(C)C.FC(F)(F)C(O)=O.[OH-].[Na+].[Cl:36]CCl.